This data is from Catalyst prediction with 721,799 reactions and 888 catalyst types from USPTO. The task is: Predict which catalyst facilitates the given reaction. (1) Reactant: [Cl:1][C:2]1[C:3]([F:31])=[C:4]([C@@H:8]2[C@:12]([C:15]3[CH:20]=[CH:19][C:18]([Cl:21])=[CH:17][C:16]=3[F:22])([C:13]#[N:14])[C@H:11]([CH2:23][C:24]([CH3:27])([CH3:26])[CH3:25])[NH:10][C@H:9]2[C:28](O)=[O:29])[CH:5]=[CH:6][CH:7]=1.CCN(C(C)C)C(C)C.C1(P(Cl)(C2C=CC=CC=2)=O)C=CC=CC=1.[N:56]1[CH:61]=[C:60]([NH2:62])[CH:59]=[N:58][CH:57]=1. Product: [Cl:1][C:2]1[C:3]([F:31])=[C:4]([C@@H:8]2[C@:12]([C:15]3[CH:20]=[CH:19][C:18]([Cl:21])=[CH:17][C:16]=3[F:22])([C:13]#[N:14])[C@H:11]([CH2:23][C:24]([CH3:25])([CH3:27])[CH3:26])[NH:10][C@H:9]2[C:28]([NH:62][C:60]2[CH:61]=[N:56][CH:57]=[N:58][CH:59]=2)=[O:29])[CH:5]=[CH:6][CH:7]=1. The catalyst class is: 4. (2) Reactant: [I:1][C:2]1[CH:3]=[CH:4][C:5]([O:8][C:9]2[CH:18]=[CH:17][C:12]([C:13]([O:15]C)=[O:14])=[CH:11][CH:10]=2)=[N:6][CH:7]=1.[OH-].[Na+].Cl. Product: [I:1][C:2]1[CH:3]=[CH:4][C:5]([O:8][C:9]2[CH:18]=[CH:17][C:12]([C:13]([OH:15])=[O:14])=[CH:11][CH:10]=2)=[N:6][CH:7]=1. The catalyst class is: 1. (3) Reactant: [Cl:1][C:2]1[CH:7]=[CH:6][C:5]([C:8]2[S:25][C:11]3[N:12]([CH3:24])[C:13](=[O:23])[N:14]([CH2:17][CH2:18][C:19](OC)=[O:20])[C:15](=[O:16])[C:10]=3[C:9]=2[CH3:26])=[CH:4][CH:3]=1.[BH4-].[Na+]. Product: [Cl:1][C:2]1[CH:7]=[CH:6][C:5]([C:8]2[S:25][C:11]3[N:12]([CH3:24])[C:13](=[O:23])[N:14]([CH2:17][CH2:18][CH2:19][OH:20])[C:15](=[O:16])[C:10]=3[C:9]=2[CH3:26])=[CH:4][CH:3]=1. The catalyst class is: 14. (4) The catalyst class is: 37. Reactant: C(=O)([O-])[O-].[Cs+].[Cs+].[NH:7]1[C:11]2[CH:12]=[CH:13][CH:14]=[CH:15][C:10]=2[N:9]=[C:8]1[C:16]([C:18]1[CH:23]=[CH:22][C:21]([OH:24])=[CH:20][CH:19]=1)=[O:17].F[C:26]1[C:31]([CH:32]2[CH2:38][CH2:37][CH2:36][C:35](=[O:39])[CH2:34][CH2:33]2)=[CH:30][CH:29]=[CH:28][N:27]=1. Product: [NH:7]1[C:11]2[CH:12]=[CH:13][CH:14]=[CH:15][C:10]=2[N:9]=[C:8]1[C:16]([C:18]1[CH:23]=[CH:22][C:21]([O:24][C:26]2[C:31]([CH:32]3[CH2:38][CH2:37][CH2:36][C:35](=[O:39])[CH2:34][CH2:33]3)=[CH:30][CH:29]=[CH:28][N:27]=2)=[CH:20][CH:19]=1)=[O:17]. (5) Reactant: [CH:1]([N:4]1[C:8]([C:9]2[N:18]=[C:17]3[N:11]([CH2:12][CH2:13][O:14][C:15]4[CH:22]=[C:21]([O:23]C)[N:20]=[CH:19][C:16]=43)[CH:10]=2)=[N:7][CH:6]=[N:5]1)([CH3:3])[CH3:2].Br. Product: [CH:1]([N:4]1[C:8]([C:9]2[N:18]=[C:17]3[N:11]([CH2:12][CH2:13][O:14][C:15]4[CH:22]=[C:21]([OH:23])[N:20]=[CH:19][C:16]=43)[CH:10]=2)=[N:7][CH:6]=[N:5]1)([CH3:3])[CH3:2]. The catalyst class is: 15. (6) Reactant: [N+:1]([C:4]1[CH:5]=[N:6][NH:7][CH:8]=1)([O-:3])=[O:2].C([O-])([O-])=O.[K+].[K+].Br[CH2:16][C:17]1([CH3:21])[CH2:20][O:19][CH2:18]1. Product: [CH3:16][C:17]1([CH2:21][N:6]2[CH:5]=[C:4]([N+:1]([O-:3])=[O:2])[CH:8]=[N:7]2)[CH2:20][O:19][CH2:18]1. The catalyst class is: 23.